From a dataset of Catalyst prediction with 721,799 reactions and 888 catalyst types from USPTO. Predict which catalyst facilitates the given reaction. (1) Reactant: [CH:1](=O)[C:2]1[CH:7]=[CH:6][CH:5]=[CH:4][CH:3]=1.C(O[BH-](OC(=O)C)OC(=O)C)(=O)C.[Na+].C(O)(=O)C.[Cl:27][C:28]1[CH:29]=[C:30]([CH:34]=[CH:35][C:36]=1[NH:37][CH:38]1[CH2:43][CH2:42][NH:41][CH2:40][CH2:39]1)[C:31]([NH2:33])=[O:32].[OH-].[Na+]. Product: [CH2:1]([N:41]1[CH2:42][CH2:43][CH:38]([NH:37][C:36]2[CH:35]=[CH:34][C:30]([C:31]([NH2:33])=[O:32])=[CH:29][C:28]=2[Cl:27])[CH2:39][CH2:40]1)[C:2]1[CH:7]=[CH:6][CH:5]=[CH:4][CH:3]=1. The catalyst class is: 26. (2) Reactant: [CH2:1]([C:8]1([NH:31]S(C(C)(C)C)=O)[CH2:13][CH2:12][CH:11]([O:14][C:15]2[CH:16]=[C:17]3[C:22](=[CH:23][CH:24]=2)[O:21][CH:20]([C:25]2[CH:30]=[CH:29][CH:28]=[CH:27][CH:26]=2)[CH2:19][CH2:18]3)[CH2:10][CH2:9]1)[C:2]1[CH:7]=[CH:6][CH:5]=[CH:4][CH:3]=1. Product: [CH2:1]([C:8]1([NH2:31])[CH2:13][CH2:12][CH:11]([O:14][C:15]2[CH:16]=[C:17]3[C:22](=[CH:23][CH:24]=2)[O:21][CH:20]([C:25]2[CH:26]=[CH:27][CH:28]=[CH:29][CH:30]=2)[CH2:19][CH2:18]3)[CH2:10][CH2:9]1)[C:2]1[CH:7]=[CH:6][CH:5]=[CH:4][CH:3]=1. The catalyst class is: 55. (3) The catalyst class is: 8. Reactant: [CH3:1][CH2:2][C:3](=O)[CH2:4][C:5](=O)[CH2:6][CH3:7].Cl.[CH3:11][O:12][C:13]1[CH:18]=[CH:17][C:16]([NH:19][NH2:20])=[CH:15][CH:14]=1. Product: [CH2:2]([C:3]1[CH:4]=[C:5]([CH2:6][CH3:7])[N:19]([C:16]2[CH:17]=[CH:18][C:13]([O:12][CH3:11])=[CH:14][CH:15]=2)[N:20]=1)[CH3:1]. (4) Reactant: [F-].C([N+](CCCC)(CCCC)CCCC)CCC.[C:19]([O:23][C:24]([N:26]1[CH2:30][CH2:29][CH:28]([C:31]2[CH:36]=[CH:35][C:34]([S:37]CC[Si](C)(C)C)=[CH:33][C:32]=2[O:44][CH3:45])[CH2:27]1)=[O:25])([CH3:22])([CH3:21])[CH3:20].OS([O-])(=O)=O.[K+].[O-]S([O-])(=O)=O.[Na+].[Na+]. Product: [C:19]([O:23][C:24]([N:26]1[CH2:30][CH2:29][CH:28]([C:31]2[CH:36]=[CH:35][C:34]([SH:37])=[CH:33][C:32]=2[O:44][CH3:45])[CH2:27]1)=[O:25])([CH3:22])([CH3:21])[CH3:20]. The catalyst class is: 1.